Dataset: Reaction yield outcomes from USPTO patents with 853,638 reactions. Task: Predict the reaction yield, written as a fraction of the theoretical maximum amount of product (1.0 means a 100% yield; for example, 0.34 means a 34% yield). The reactants are [Br:1][C:2]1[CH:27]=[C:26]([F:28])[CH:25]=[CH:24][C:3]=1[O:4][C:5]1[C:6]([NH:20][C:21]([NH2:23])=[S:22])=[N:7][CH:8]=[C:9]([S:11][C:12]2[CH:17]=[CH:16][CH:15]=[C:14]([O:18][CH3:19])[CH:13]=2)[CH:10]=1.C(N(CC)CC)C.Br[CH2:37][C:38]([CH:40]1[CH2:45][CH2:44][N:43]([C:46]([O:48][C:49]([CH3:52])([CH3:51])[CH3:50])=[O:47])[CH2:42][CH2:41]1)=O. The catalyst is CCO. The product is [Br:1][C:2]1[CH:27]=[C:26]([F:28])[CH:25]=[CH:24][C:3]=1[O:4][C:5]1[C:6]([NH:20][C:21]2[S:22][CH:37]=[C:38]([CH:40]3[CH2:41][CH2:42][N:43]([C:46]([O:48][C:49]([CH3:52])([CH3:51])[CH3:50])=[O:47])[CH2:44][CH2:45]3)[N:23]=2)=[N:7][CH:8]=[C:9]([S:11][C:12]2[CH:17]=[CH:16][CH:15]=[C:14]([O:18][CH3:19])[CH:13]=2)[CH:10]=1. The yield is 0.820.